Dataset: NCI-60 drug combinations with 297,098 pairs across 59 cell lines. Task: Regression. Given two drug SMILES strings and cell line genomic features, predict the synergy score measuring deviation from expected non-interaction effect. (1) Drug 1: C1=CC(=CC=C1C#N)C(C2=CC=C(C=C2)C#N)N3C=NC=N3. Drug 2: C1=NC2=C(N=C(N=C2N1C3C(C(C(O3)CO)O)F)Cl)N. Cell line: ACHN. Synergy scores: CSS=1.62, Synergy_ZIP=-6.00, Synergy_Bliss=-0.300, Synergy_Loewe=-27.7, Synergy_HSA=-7.36. (2) Drug 1: CCC1(CC2CC(C3=C(CCN(C2)C1)C4=CC=CC=C4N3)(C5=C(C=C6C(=C5)C78CCN9C7C(C=CC9)(C(C(C8N6C=O)(C(=O)OC)O)OC(=O)C)CC)OC)C(=O)OC)O.OS(=O)(=O)O. Drug 2: CCC(=C(C1=CC=CC=C1)C2=CC=C(C=C2)OCCN(C)C)C3=CC=CC=C3.C(C(=O)O)C(CC(=O)O)(C(=O)O)O. Cell line: HOP-92. Synergy scores: CSS=32.5, Synergy_ZIP=2.13, Synergy_Bliss=8.40, Synergy_Loewe=-11.5, Synergy_HSA=3.59. (3) Synergy scores: CSS=2.92, Synergy_ZIP=1.60, Synergy_Bliss=4.72, Synergy_Loewe=1.34, Synergy_HSA=1.75. Drug 1: CC1=C(C=C(C=C1)NC2=NC=CC(=N2)N(C)C3=CC4=NN(C(=C4C=C3)C)C)S(=O)(=O)N.Cl. Cell line: SK-MEL-28. Drug 2: CCCCCOC(=O)NC1=NC(=O)N(C=C1F)C2C(C(C(O2)C)O)O.